From a dataset of Reaction yield outcomes from USPTO patents with 853,638 reactions. Predict the reaction yield, written as a fraction of the theoretical maximum amount of product (1.0 means a 100% yield; for example, 0.34 means a 34% yield). (1) The reactants are [Br:1][C:2]1[CH:3]=[CH:4][C:5]([O:12][CH3:13])=[C:6]([CH:11]=1)[C:7]([O:9]C)=[O:8].[OH-].[K+].Cl. The catalyst is CO. The product is [Br:1][C:2]1[CH:3]=[CH:4][C:5]([O:12][CH3:13])=[C:6]([CH:11]=1)[C:7]([OH:9])=[O:8]. The yield is 0.850. (2) The reactants are [CH3:1][C:2]1[CH:7]=[CH:6][N:5]=[CH:4][C:3]=1[N:8]1[CH2:12][CH2:11][NH:10][C:9]1=[O:13].Br[C:15]1[CH:16]=[C:17]2[C:21](=[CH:22][CH:23]=1)[CH2:20][CH2:19][CH2:18]2.N[C@@H]1CCCC[C@H]1N.P([O-])([O-])([O-])=O.[K+].[K+].[K+]. The catalyst is [Cu](I)I.O1CCOCC1. The product is [CH2:20]1[C:21]2[C:17](=[CH:16][C:15]([N:10]3[CH2:11][CH2:12][N:8]([C:3]4[CH:4]=[N:5][CH:6]=[CH:7][C:2]=4[CH3:1])[C:9]3=[O:13])=[CH:23][CH:22]=2)[CH2:18][CH2:19]1. The yield is 0.200. (3) The reactants are [CH3:1][O:2][C:3]([NH:5][C@H:6]([C:10]([N:12]1[C:16]2([CH2:21][CH2:20][O:19][CH2:18][CH2:17]2)[CH2:15][CH2:14][CH:13]1[C:22]([O:24]CC)=[O:23])=[O:11])[CH:7]([CH3:9])[CH3:8])=[O:4].O.[OH-].[Li+].Cl. The catalyst is C1COCC1.O.CO. The product is [CH3:1][O:2][C:3]([NH:5][C@H:6]([C:10]([N:12]1[C:16]2([CH2:17][CH2:18][O:19][CH2:20][CH2:21]2)[CH2:15][CH2:14][CH:13]1[C:22]([OH:24])=[O:23])=[O:11])[CH:7]([CH3:9])[CH3:8])=[O:4]. The yield is 0.720. (4) The reactants are [Cl:1][C:2]1[C:3]([O:12][C:13]2[CH:18]=[C:17]([O:19][CH2:20][CH2:21][CH2:22][O:23][CH3:24])[CH:16]=[CH:15][C:14]=2/[CH:25]=[C:26](\[O:30][CH3:31])/[C:27](O)=[O:28])=[N:4][CH:5]=[C:6]([C:8]([F:11])([F:10])[F:9])[CH:7]=1.CC1C=CC=C([N+]([O-])=O)C=1C(OC(=O)C1C([N+]([O-])=O)=CC=CC=1C)=O.[CH2:57]([S:62]([NH2:65])(=[O:64])=[O:63])[CH2:58][CH2:59][CH2:60][CH3:61].[Cl-].[NH4+]. The catalyst is C(#N)C.CN(C)C1C=CN=CC=1.C(N(CC)CC)C. The product is [Cl:1][C:2]1[C:3]([O:12][C:13]2[CH:18]=[C:17]([O:19][CH2:20][CH2:21][CH2:22][O:23][CH3:24])[CH:16]=[CH:15][C:14]=2/[CH:25]=[C:26](\[O:30][CH3:31])/[C:27]([NH:65][S:62]([CH2:57][CH2:58][CH2:59][CH2:60][CH3:61])(=[O:64])=[O:63])=[O:28])=[N:4][CH:5]=[C:6]([C:8]([F:10])([F:9])[F:11])[CH:7]=1. The yield is 0.510. (5) The reactants are Cl[C:2]1[CH:11]=[CH:10][C:9]2[C:4](=[CH:5][CH:6]=[CH:7][CH:8]=2)[N:3]=1.[CH3:12][O:13][C:14]1[CH:15]=[C:16](B(O)O)[CH:17]=[CH:18][CH:19]=1.O.C([O-])([O-])=O.[K+].[K+]. The catalyst is COCCOC.C([O-])(=O)C.[Pd+2].C([O-])(=O)C.C1(P(C2C=CC=CC=2)C2C=CC=CC=2)C=CC=CC=1.C(OCC)(=O)C. The product is [CH3:12][O:13][C:14]1[CH:19]=[C:18]([C:2]2[CH:11]=[CH:10][C:9]3[C:4](=[CH:5][CH:6]=[CH:7][CH:8]=3)[N:3]=2)[CH:17]=[CH:16][CH:15]=1. The yield is 0.948. (6) The reactants are [CH3:1][C:2]1[N:7]=[C:6]2[S:8][C:9]3[CH2:14][CH2:13][CH2:12][CH2:11][C:10]=3[C:5]2=[C:4]([C:15]2[CH:20]=[CH:19][C:18]([F:21])=[CH:17][CH:16]=2)[C:3]=1[CH:22]([CH2:27][CH2:28][CH3:29])[C:23]([O:25]C)=[O:24].[OH-].[Na+]. The catalyst is CO. The product is [CH3:1][C:2]1[N:7]=[C:6]2[S:8][C:9]3[CH2:14][CH2:13][CH2:12][CH2:11][C:10]=3[C:5]2=[C:4]([C:15]2[CH:16]=[CH:17][C:18]([F:21])=[CH:19][CH:20]=2)[C:3]=1[CH:22]([CH2:27][CH2:28][CH3:29])[C:23]([OH:25])=[O:24]. The yield is 0.990.